From a dataset of Forward reaction prediction with 1.9M reactions from USPTO patents (1976-2016). Predict the product of the given reaction. (1) Given the reactants [C:1]([NH:4][C:5]1[S:6][C:7]([CH2:15][C:16]2[CH:21]=[CH:20][CH:19]=[C:18]([S:22]([CH3:25])(=[O:24])=[O:23])[CH:17]=2)=[C:8]([C:10](OCC)=[O:11])[N:9]=1)(=[O:3])[CH3:2].[H-].[Al+3].[Li+].[H-].[H-].[H-], predict the reaction product. The product is: [CH:10]([C:8]1[N:9]=[C:5]([NH:4][C:1](=[O:3])[CH3:2])[S:6][C:7]=1[CH2:15][C:16]1[CH:21]=[CH:20][CH:19]=[C:18]([S:22]([CH3:25])(=[O:24])=[O:23])[CH:17]=1)=[O:11]. (2) Given the reactants C([N:4]1[C:28](=[O:29])[C:7]2=[N:8][N:9]([CH2:16][C:17]3[CH:22]=[CH:21][C:20]([N:23]4[CH:27]=[CH:26][CH:25]=[N:24]4)=[CH:19][CH:18]=3)[C:10]3[CH:11]=[CH:12][CH:13]=[CH:14][C:15]=3[C:6]2=[N:5]1)C=C.C[N+]1([O-])CCOCC1.I([O-])(=O)(=O)=O.[Na+].C(=O)(O)[O-].[Na+], predict the reaction product. The product is: [N:23]1([C:20]2[CH:21]=[CH:22][C:17]([CH2:16][N:9]3[C:10]4[CH:11]=[CH:12][CH:13]=[CH:14][C:15]=4[C:6]4=[N:5][NH:4][C:28](=[O:29])[C:7]4=[N:8]3)=[CH:18][CH:19]=2)[CH:27]=[CH:26][CH:25]=[N:24]1. (3) Given the reactants Cl.[NH2:2][OH:3].C([N:6]([CH2:9][CH3:10])CC)C.C(C1C=C[C:16]([CH2:19][CH2:20][O:21][C:22]2[CH:23]=[C:24]([N:28]([C:38]([CH3:43])([CH3:42])[P:39](=[O:41])=[O:40])[S:29]([C:32]3[CH:37]=[CH:36][CH:35]=[CH:34][CH:33]=3)(=[O:31])=[O:30])[CH:25]=[CH:26][CH:27]=2)=[CH:15][CH:14]=1)#N.[CH3:44][CH2:45]O, predict the reaction product. The product is: [NH2:6][C:9]1[CH:14]=[CH:15][C:16]([CH2:19][CH2:20][O:21][C:22]2[CH:23]=[C:24]([N:28]([C:38]([CH3:43])([CH3:42])[P:39](=[O:41])=[O:40])[S:29]([C:32]3[CH:33]=[CH:34][CH:35]=[CH:36][CH:37]=3)(=[O:30])=[O:31])[CH:25]=[CH:26][CH:27]=2)=[C:44]([CH:45]=[N:2][OH:3])[CH:10]=1. (4) The product is: [ClH:16].[CH3:1][S:2][C:3]1[CH:4]=[C:5]([CH2:9][C:10](=[O:15])[CH2:11][NH2:12])[CH:6]=[CH:7][CH:8]=1. Given the reactants [CH3:1][S:2][C:3]1[CH:4]=[C:5]([CH2:9][C:10](=[O:15])[CH2:11][N:12]=[N+]=[N-])[CH:6]=[CH:7][CH:8]=1.[Cl:16][Sn]Cl, predict the reaction product. (5) The product is: [F:1][C:2]1[CH:3]=[C:4]([C@H:13]2[CH2:18][C@H:17]([C:19]3[O:26][NH:33][C:21](=[O:22])[CH:20]=3)[CH2:16][CH2:15][N:14]2[C:27]([O:29][CH3:30])=[O:28])[CH:5]=[C:6]([F:12])[C:7]=1[C:8]([F:10])([F:9])[F:11]. Given the reactants [F:1][C:2]1[CH:3]=[C:4]([C@H:13]2[CH2:18][C@H:17]([C:19](=[O:26])[CH2:20][C:21](OCC)=[O:22])[CH2:16][CH2:15][N:14]2[C:27]([O:29][CH3:30])=[O:28])[CH:5]=[C:6]([F:12])[C:7]=1[C:8]([F:11])([F:10])[F:9].[OH-].[Na+].[NH2:33]O.Cl, predict the reaction product. (6) Given the reactants [CH:1]1[CH:6]=[C:5]2[C:7]([C:9]3[S:16][C:15]([C:17]#[N:18])=[C:14]([C:19]#[N:20])[S:13][C:10]=3[C:11](=[O:12])[C:4]2=[CH:3][CH:2]=1)=[O:8].C1(S(OC)(=O)=O)C2C(=CC=CC=2)C=CC=1.[Na].C=O.S([O-])(OCCCCCCCCCCCC)(=O)=O.[Na+], predict the reaction product. The product is: [OH2:8].[CH:2]1[CH:3]=[C:4]2[C:11]([C:10]3[S:13][C:14]([C:19]#[N:20])=[C:15]([C:17]#[N:18])[S:16][C:9]=3[C:7](=[O:8])[C:5]2=[CH:6][CH:1]=1)=[O:12]. (7) Given the reactants O.[N-:2]=[N+:3]=[N-:4].[Na+].CS(O[CH2:11][C:12]1[O:13][CH2:14][CH2:15][CH2:16][CH:17]=1)(=O)=O, predict the reaction product. The product is: [N:2]([CH2:11][C:12]1[O:13][CH2:14][CH2:15][CH2:16][CH:17]=1)=[N+:3]=[N-:4]. (8) Given the reactants Br[C:2]1[CH:8]=[C:7]([C:9]([F:12])([F:11])[F:10])[CH:6]=[CH:5][C:3]=1[NH2:4].[C:13]([O:17][C:18]([N:20]1[CH2:25][CH:24]=[C:23](B2OC(C)(C)C(C)(C)O2)[CH2:22][CH2:21]1)=[O:19])([CH3:16])([CH3:15])[CH3:14], predict the reaction product. The product is: [C:13]([O:17][C:18]([N:20]1[CH2:25][CH2:24][CH:23]([C:2]2[CH:8]=[C:7]([C:9]([F:12])([F:11])[F:10])[CH:6]=[CH:5][C:3]=2[NH2:4])[CH2:22][CH2:21]1)=[O:19])([CH3:16])([CH3:14])[CH3:15]. (9) Given the reactants C1(C)C=CC=CC=1.CC1(C)C(C)(C)OB([C:16]2[CH:24]=[CH:23][CH:22]=[C:21]3[C:17]=2[CH2:18][CH2:19][C:20]3=[O:25])O1.Cl[C:28]1[CH:33]=[CH:32][CH:31]=[CH:30][C:29]=1[N+:34]([O-:36])=[O:35].C([O-])([O-])=O.[Na+].[Na+], predict the reaction product. The product is: [N+:34]([C:29]1[CH:30]=[CH:31][CH:32]=[CH:33][C:28]=1[C:16]1[CH:24]=[CH:23][CH:22]=[C:21]2[C:17]=1[CH2:18][CH2:19][C:20]2=[O:25])([O-:36])=[O:35].